Dataset: Full USPTO retrosynthesis dataset with 1.9M reactions from patents (1976-2016). Task: Predict the reactants needed to synthesize the given product. (1) Given the product [CH:10]1([NH:13][C:2]2[C:3]([C:8]#[N:9])=[CH:4][N:5]=[CH:6][CH:7]=2)[CH2:12][CH2:11]1, predict the reactants needed to synthesize it. The reactants are: Cl[C:2]1[CH:7]=[CH:6][N:5]=[CH:4][C:3]=1[C:8]#[N:9].[CH:10]1([NH2:13])[CH2:12][CH2:11]1.C(=O)([O-])[O-].[K+].[K+]. (2) The reactants are: [Cl:1][C:2]1[C:11]2[C:6](=[CH:7][CH:8]=[C:9]([C:12]([C:20]3[CH:25]=[CH:24][C:23]([Cl:26])=[CH:22][CH:21]=3)([OH:19])[C:13]3[N:17]([CH3:18])[CH:16]=[N:15][CH:14]=3)[CH:10]=2)[N:5]=[C:4]([O:27][CH3:28])[C:3]=1[OH:29].[CH:30]1([CH2:33]O)[CH2:32][CH2:31]1. Given the product [Cl:1][C:2]1[C:11]2[C:6](=[CH:7][CH:8]=[C:9]([C:12]([C:20]3[CH:21]=[CH:22][C:23]([Cl:26])=[CH:24][CH:25]=3)([C:13]3[N:17]([CH3:18])[CH:16]=[N:15][CH:14]=3)[OH:19])[CH:10]=2)[N:5]=[C:4]([O:27][CH3:28])[C:3]=1[O:29][CH2:33][CH:30]1[CH2:32][CH2:31]1, predict the reactants needed to synthesize it. (3) Given the product [OH:32][CH2:31][CH2:30][N:10]1[CH:9]([C:6]2[CH:7]=[CH:8][C:3]([C:1]#[N:2])=[CH:4][C:5]=2[S:36]([CH3:39])(=[O:38])=[O:37])[C:14]2[C:15](=[O:18])[CH2:16][CH2:17][C:13]=2[N:12]([C:19]2[CH:24]=[CH:23][CH:22]=[C:21]([C:25]([F:26])([F:28])[F:27])[CH:20]=2)[C:11]1=[O:29], predict the reactants needed to synthesize it. The reactants are: [C:1]([C:3]1[CH:8]=[CH:7][C:6]([CH:9]2[C:14]3[C:15](=[O:18])[CH2:16][CH2:17][C:13]=3[N:12]([C:19]3[CH:24]=[CH:23][CH:22]=[C:21]([C:25]([F:28])([F:27])[F:26])[CH:20]=3)[C:11](=[O:29])[N:10]2[CH2:30][CH2:31][O:32]C(=O)C)=[C:5]([S:36]([CH3:39])(=[O:38])=[O:37])[CH:4]=1)#[N:2].FC(F)(F)C(O)=O. (4) Given the product [C:14]([O:18][C:19]([N:21]1[C@@:25]2([CH2:11][CH2:10][CH2:9][C@H:8]2[C:5]2[CH:4]=[CH:3][C:2]([Br:1])=[CH:7][CH:6]=2)[C:24](=[O:26])[N:23]([C:27]2[CH:32]=[C:31]([Cl:33])[CH:30]=[C:29]([Cl:34])[CH:28]=2)[C:22]1=[S:35])=[O:20])([CH3:17])([CH3:15])[CH3:16], predict the reactants needed to synthesize it. The reactants are: [Br:1][C:2]1[CH:7]=[CH:6][C:5]([CH:8](Br)[CH2:9][CH2:10][CH2:11]Br)=[CH:4][CH:3]=1.[C:14]([O:18][C:19]([N:21]1[CH2:25][C:24](=[O:26])[N:23]([C:27]2[CH:32]=[C:31]([Cl:33])[CH:30]=[C:29]([Cl:34])[CH:28]=2)[C:22]1=[S:35])=[O:20])([CH3:17])([CH3:16])[CH3:15].